Dataset: Catalyst prediction with 721,799 reactions and 888 catalyst types from USPTO. Task: Predict which catalyst facilitates the given reaction. (1) Reactant: [F:1][C:2]1[C:9]([C:10]2[CH:15]=[CH:14][N:13]3[N:16]=[C:17]([C:19]4[CH:24]=[CH:23][C:22]([F:25])=[CH:21][CH:20]=4)[CH:18]=[C:12]3[CH:11]=2)=[CH:8][CH:7]=[C:6]([F:26])[C:3]=1[CH:4]=[O:5].[C:27]([Mg]Br)#[CH:28]. Product: [F:1][C:2]1[C:9]([C:10]2[CH:15]=[CH:14][N:13]3[N:16]=[C:17]([C:19]4[CH:24]=[CH:23][C:22]([F:25])=[CH:21][CH:20]=4)[CH:18]=[C:12]3[CH:11]=2)=[CH:8][CH:7]=[C:6]([F:26])[C:3]=1[CH:4]([OH:5])[C:27]#[CH:28]. The catalyst class is: 7. (2) Reactant: C([N:8]1[CH2:12][CH2:11][CH:10]([C:13]2[CH:14]=[C:15]3[C:19](=[CH:20][CH:21]=2)[NH:18][C:17]([C:22]([NH:24][C:25]2[CH:30]=[CH:29][CH:28]=[C:27]([F:31])[CH:26]=2)=[O:23])=[CH:16]3)[CH2:9]1)C1C=CC=CC=1. Product: [F:31][C:27]1[CH:26]=[C:25]([NH:24][C:22]([C:17]2[NH:18][C:19]3[C:15]([CH:16]=2)=[CH:14][C:13]([CH:10]2[CH2:11][CH2:12][NH:8][CH2:9]2)=[CH:21][CH:20]=3)=[O:23])[CH:30]=[CH:29][CH:28]=1. The catalyst class is: 19. (3) Reactant: [Cl:1][C:2]1[CH:7]=[CH:6][C:5]([NH:8][C:9]([C:11]2[N:15]([CH2:16][CH2:17][CH3:18])[N:14]=[C:13]([C:19]([F:25])([F:24])[C:20]([F:23])([F:22])[F:21])[C:12]=2[C:26]([F:29])([F:28])[F:27])=[O:10])=[CH:4][C:3]=1[C:30](=[O:37])[NH:31][C:32]1([C:35]#[N:36])[CH2:34][CH2:33]1.C(=O)([O-])[O-].[K+].[K+].I[CH2:45][CH3:46]. Product: [Cl:1][C:2]1[CH:7]=[CH:6][C:5]([N:8]([CH2:45][CH3:46])[C:9]([C:11]2[N:15]([CH2:16][CH2:17][CH3:18])[N:14]=[C:13]([C:19]([F:25])([F:24])[C:20]([F:23])([F:21])[F:22])[C:12]=2[C:26]([F:29])([F:27])[F:28])=[O:10])=[CH:4][C:3]=1[C:30](=[O:37])[NH:31][C:32]1([C:35]#[N:36])[CH2:34][CH2:33]1. The catalyst class is: 35. (4) Reactant: [F:1][C:2]1[CH:3]=[C:4]([CH:6]=[CH:7][CH:8]=1)[NH2:5].Br.Br[CH2:11][CH2:12][NH2:13].C1(C)C=CC=CC=1. Product: [F:1][C:2]1[CH:3]=[C:4]([NH:5][CH2:11][CH2:12][NH2:13])[CH:6]=[CH:7][CH:8]=1. The catalyst class is: 138. (5) Reactant: [CH:1]1([C:7]2[C:8]3[C:13]([N:14]4[C:19]=2[C:18]2[CH:20]=[CH:21][CH:22]=[CH:23][C:17]=2[S:16][CH2:15]4)=[CH:12][C:11]([C:24]([O:26]C)=[O:25])=[CH:10][CH:9]=3)[CH2:6][CH2:5][CH2:4][CH2:3][CH2:2]1.[OH-].[Na+].Cl. Product: [CH:1]1([C:7]2[C:8]3[C:13]([N:14]4[C:19]=2[C:18]2[CH:20]=[CH:21][CH:22]=[CH:23][C:17]=2[S:16][CH2:15]4)=[CH:12][C:11]([C:24]([OH:26])=[O:25])=[CH:10][CH:9]=3)[CH2:2][CH2:3][CH2:4][CH2:5][CH2:6]1. The catalyst class is: 83. (6) Reactant: [NH2:1][C@@H:2]1[CH2:6][CH2:5][N:4]([CH2:7][C:8]2[CH:13]=[CH:12][CH:11]=[CH:10][CH:9]=2)[C:3]1=O.CCN(C(C)C)C(C)C.[CH3:24][O:25][C:26](=[O:37])[C:27]1[CH:32]=[CH:31][C:30]([CH2:33]Br)=[C:29]([CH2:35]Br)[CH:28]=1. Product: [CH3:24][O:25][C:26]([C:27]1[CH:28]=[C:29]2[C:30](=[CH:31][CH:32]=1)[CH2:33][N:1]([C@@H:2]1[CH2:6][CH2:5][N:4]([CH2:7][C:8]3[CH:13]=[CH:12][CH:11]=[CH:10][CH:9]=3)[CH2:3]1)[CH2:35]2)=[O:37]. The catalyst class is: 291.